This data is from Full USPTO retrosynthesis dataset with 1.9M reactions from patents (1976-2016). The task is: Predict the reactants needed to synthesize the given product. (1) Given the product [CH3:1][O:2][C:3]1[CH:4]=[CH:5][C:6]([C:11]([C:21]2[CH:22]=[CH:23][C:24]([Cl:27])=[CH:25][CH:26]=2)=[CH:12][C:13]([N:15]2[CH2:16][CH2:17][O:18][CH2:19][CH2:20]2)=[O:14])=[CH:7][C:8]=1[O:9][CH3:10].[OH2:29], predict the reactants needed to synthesize it. The reactants are: [CH3:1][O:2][C:3]1[CH:4]=[CH:5][C:6]([C:11]([C:21]2[CH:22]=[CH:23][C:24]([Cl:27])=[CH:25][CH:26]=2)=[CH:12][C:13]([N:15]2[CH2:20][CH2:19][O:18][CH2:17][CH2:16]2)=[O:14])=[CH:7][C:8]=1[O:9][CH3:10].S([O-])([O-])(=O)=[O:29].[NH4+].[NH4+].C1(S(OC)(=O)=O)C2C(=CC=CC=2)C=CC=1.[Na].C=O. (2) Given the product [Cl:1][C:2]1[C:3]([C:16]([OH:18])=[O:17])=[N:4][C:5]([CH2:8][NH:9][C:10](=[O:15])[C:11]([CH3:14])([CH3:13])[CH3:12])=[CH:6][CH:7]=1, predict the reactants needed to synthesize it. The reactants are: [Cl:1][C:2]1[C:3]([C:16]([O:18]CC)=[O:17])=[N:4][C:5]([CH2:8][NH:9][C:10](=[O:15])[C:11]([CH3:14])([CH3:13])[CH3:12])=[CH:6][CH:7]=1.[OH-].[Na+]. (3) Given the product [NH2:25][C:24]([C:22]1[CH:21]=[CH:20][CH:19]=[C:18]([C:17]([F:26])([F:16])[F:27])[N:23]=1)=[CH:2][C:1]#[N:4], predict the reactants needed to synthesize it. The reactants are: [CH:1]([NH:4]C(C)C)(C)[CH3:2].C([Li])CCC.C(#N)C.[F:16][C:17]([F:27])([F:26])[C:18]1[N:23]=[C:22]([C:24]#[N:25])[CH:21]=[CH:20][CH:19]=1. (4) Given the product [CH:2]([C:6]1[CH:5]=[CH:10][CH:9]=[CH:8][CH:7]=1)([CH2:3][CH3:4])[CH3:1], predict the reactants needed to synthesize it. The reactants are: [CH2:1]=[CH:2][CH2:3][CH3:4].[CH3:5]/[CH:6]=[CH:7]\[CH3:8].[CH3:9]/[CH:10]=C/C.C=C(C)C.C=CC=C.CCCC. (5) Given the product [NH2:12][C:11]1[C:7]([N:4]2[CH2:5][CH2:6][C:2]([CH3:1])([CH3:17])[C:3]2=[O:16])=[N:8][N:9]([CH3:15])[CH:10]=1, predict the reactants needed to synthesize it. The reactants are: [CH3:1][C:2]1([CH3:17])[CH2:6][CH2:5][N:4]([C:7]2[C:11]([N+:12]([O-])=O)=[CH:10][N:9]([CH3:15])[N:8]=2)[C:3]1=[O:16].C1COCC1.